Dataset: Full USPTO retrosynthesis dataset with 1.9M reactions from patents (1976-2016). Task: Predict the reactants needed to synthesize the given product. (1) The reactants are: Cl[C:2]([O:4][CH2:5][CH2:6][CH2:7][CH2:8][CH2:9][CH3:10])=[O:3].[NH2:11][C:12]1[CH:13]=[C:14]([NH:32]C(=O)OCC2C=CC=CC=2)[CH:15]=[N:16][C:17]=1[S:18](=[O:31])(=[O:30])[NH:19][C:20]1[CH:21]=[CH:22][C:23]2[CH2:27][O:26][B:25]([OH:28])[C:24]=2[CH:29]=1. Given the product [NH2:32][C:14]1[CH:13]=[C:12]([NH:11][C:2](=[O:3])[O:4][CH2:5][CH2:6][CH2:7][CH2:8][CH2:9][CH3:10])[C:17]([S:18](=[O:30])(=[O:31])[NH:19][C:20]2[CH:21]=[CH:22][C:23]3[CH2:27][O:26][B:25]([OH:28])[C:24]=3[CH:29]=2)=[N:16][CH:15]=1, predict the reactants needed to synthesize it. (2) The reactants are: [NH2:1][C@H:2]1[CH2:6][CH2:5][CH2:4][C@@H:3]1[NH:7][C:8](=[O:14])[O:9][C:10]([CH3:13])([CH3:12])[CH3:11].[Cl:15][C:16]1[C:17](F)=[N:18][CH:19]=[C:20]([C:22]([F:25])([F:24])[F:23])[CH:21]=1.CCN(C(C)C)C(C)C. Given the product [Cl:15][C:16]1[C:17]([NH:1][C@H:2]2[CH2:6][CH2:5][CH2:4][C@@H:3]2[NH:7][C:8](=[O:14])[O:9][C:10]([CH3:11])([CH3:13])[CH3:12])=[N:18][CH:19]=[C:20]([C:22]([F:24])([F:23])[F:25])[CH:21]=1, predict the reactants needed to synthesize it. (3) Given the product [F:8][C:7]1[C:2]([NH:17][CH2:16][CH:13]2[CH2:14][CH2:15][O:10][CH2:11][CH2:12]2)=[N:3][C:4]([F:9])=[CH:5][CH:6]=1, predict the reactants needed to synthesize it. The reactants are: F[C:2]1[C:7]([F:8])=[CH:6][CH:5]=[C:4]([F:9])[N:3]=1.[O:10]1[CH2:15][CH2:14][CH:13]([CH2:16][NH2:17])[CH2:12][CH2:11]1.C(N(CC)CC)C. (4) Given the product [Br:26][C:27]1[CH:28]=[C:29]([C:38]([F:42])([F:43])[C:39]([NH:1][CH2:2][C:3]2[CH:4]=[C:5]3[C:9](=[CH:10][CH:11]=2)[C:8](=[O:12])[N:7]([CH:13]2[CH2:18][CH2:17][C:16](=[O:19])[NH:15][C:14]2=[O:20])[CH2:6]3)=[O:40])[CH:30]=[CH:31][C:32]=1[O:33][C:34]([F:36])([F:37])[F:35], predict the reactants needed to synthesize it. The reactants are: [NH2:1][CH2:2][C:3]1[CH:4]=[C:5]2[C:9](=[CH:10][CH:11]=1)[C:8](=[O:12])[N:7]([CH:13]1[CH2:18][CH2:17][C:16](=[O:19])[NH:15][C:14]1=[O:20])[CH2:6]2.S(O)(=O)(=O)C.[Br:26][C:27]1[CH:28]=[C:29]([C:38]([F:43])([F:42])[C:39](O)=[O:40])[CH:30]=[CH:31][C:32]=1[O:33][C:34]([F:37])([F:36])[F:35].C(N(C(C)C)CC)(C)C.F[P-](F)(F)(F)(F)F.CN(C(N(C)C)=[N+]1C2C(=NC=CC=2)[N+]([O-])=N1)C. (5) The reactants are: [Br:1][C:2]1[CH:11]=[C:10]2[C:5]([CH:6]=[N:7][NH:8][C:9]2=O)=[CH:4][CH:3]=1.C(#N)C.P(Cl)(Cl)([Cl:18])=O. Given the product [Br:1][C:2]1[CH:11]=[C:10]2[C:5]([CH:6]=[N:7][N:8]=[C:9]2[Cl:18])=[CH:4][CH:3]=1, predict the reactants needed to synthesize it. (6) Given the product [C:43]([O:46][C:47](=[O:48])[NH:10][C:8]1[CH:9]=[C:4]([O:35][CH2:36][CH:37]2[CH2:39][CH2:38]2)[C:5]([C:16]([F:17])([F:18])[F:19])=[CH:6][C:7]=1[N+:13]([O-:15])=[O:14])([CH3:45])([CH3:44])[CH3:42], predict the reactants needed to synthesize it. The reactants are: C1([C:4]2[C:5]([C:16]([F:19])([F:18])[F:17])=[CH:6][C:7]([N+:13]([O-:15])=[O:14])=[C:8]([NH:10]OC)[CH:9]=2)CC1.ClC1C(C(F)(F)F)=CC([N+]([O-])=O)=C(N)C=1.[OH:35][CH2:36][CH:37]1[CH2:39][CH2:38]1.[OH-].[K+].[CH3:42][C:43]([O:46][C:47](O[C:47]([O:46][C:43]([CH3:45])([CH3:44])[CH3:42])=[O:48])=[O:48])([CH3:45])[CH3:44].C(O)(C(F)(F)F)=O. (7) Given the product [CH3:48][O:47][C:40]1[CH:41]=[C:42]([O:45][CH3:46])[CH:43]=[CH:44][C:39]=1[CH2:38][N:26]([CH2:27][C:28]1[CH:33]=[CH:32][C:31]([O:34][CH3:35])=[CH:30][C:29]=1[O:36][CH3:37])[C:19]1[NH:18][C:2](=[S:3])[N:1]([C:4]2[CH:5]=[CH:6][C:7]([O:10][CH2:11][C:12]([F:13])([F:15])[F:14])=[CH:8][CH:9]=2)[C:21](=[O:22])[CH:20]=1, predict the reactants needed to synthesize it. The reactants are: [N:1]([C:4]1[CH:9]=[CH:8][C:7]([O:10][CH2:11][C:12]([F:15])([F:14])[F:13])=[CH:6][CH:5]=1)=[C:2]=[S:3].[H-].[Na+].[NH2:18]/[C:19](/[N:26]([CH2:38][C:39]1[CH:44]=[CH:43][C:42]([O:45][CH3:46])=[CH:41][C:40]=1[O:47][CH3:48])[CH2:27][C:28]1[CH:33]=[CH:32][C:31]([O:34][CH3:35])=[CH:30][C:29]=1[O:36][CH3:37])=[CH:20]\[C:21](OCC)=[O:22].Cl. (8) Given the product [C:13]([C:10]1[CH:11]=[CH:12][C:7]([O:6][C@H:4]([CH3:5])[C:3]([OH:16])=[O:2])=[CH:8][C:9]=1[F:15])#[N:14], predict the reactants needed to synthesize it. The reactants are: C[O:2][C:3](=[O:16])[C@H:4]([O:6][C:7]1[CH:12]=[CH:11][C:10]([C:13]#[N:14])=[C:9]([F:15])[CH:8]=1)[CH3:5].[OH-].[Li+]. (9) Given the product [CH2:1]([O:8][CH2:9][C@H:10]([NH:24][C:25](=[O:43])[C@@H:26]([NH:34][C:35]([N:37]1[CH2:42][CH2:41][O:40][CH2:39][CH2:38]1)=[O:36])[CH2:27][CH:28]1[CH2:33][CH2:32][CH2:31][CH2:30][CH2:29]1)[C:11](=[O:23])[C:12](=[O:22])[NH:13][C:14]([CH3:21])([CH3:20])[CH2:15][C:16]([CH3:18])([CH3:17])[CH3:19])[C:2]1[CH:3]=[CH:4][CH:5]=[CH:6][CH:7]=1, predict the reactants needed to synthesize it. The reactants are: [CH2:1]([O:8][CH2:9][C@H:10]([NH:24][C:25](=[O:43])[C@@H:26]([NH:34][C:35]([N:37]1[CH2:42][CH2:41][O:40][CH2:39][CH2:38]1)=[O:36])[CH2:27][CH:28]1[CH2:33][CH2:32][CH2:31][CH2:30][CH2:29]1)[CH:11]([OH:23])[C:12](=[O:22])[NH:13][C:14]([CH3:21])([CH3:20])[CH2:15][C:16]([CH3:19])([CH3:18])[CH3:17])[C:2]1[CH:7]=[CH:6][CH:5]=[CH:4][CH:3]=1.CC(OI1(OC(C)=O)(OC(C)=O)OC(=O)C2C=CC=CC1=2)=O. (10) Given the product [NH2:13][C:14]1[CH:21]=[CH:20][CH:19]=[CH:18][C:15]=1[C:16]([C:3]1[CH:8]=[CH:7][CH:6]=[C:5]([C:9]([F:12])([F:11])[F:10])[CH:4]=1)=[O:23], predict the reactants needed to synthesize it. The reactants are: [Mg].Br[C:3]1[CH:8]=[CH:7][CH:6]=[C:5]([C:9]([F:12])([F:11])[F:10])[CH:4]=1.[NH2:13][C:14]1[CH:21]=[CH:20][CH:19]=[CH:18][C:15]=1[C:16]#N.Cl.[OH-:23].[Na+].